From a dataset of Experimentally validated miRNA-target interactions with 360,000+ pairs, plus equal number of negative samples. Binary Classification. Given a miRNA mature sequence and a target amino acid sequence, predict their likelihood of interaction. The miRNA is hsa-miR-215-5p with sequence AUGACCUAUGAAUUGACAGAC. The protein sequence of the target gene is MRCCHICKLPGRVMGIRVLRLSLVVILVLLLVAGALTALLPSVKEDKMLMLRREIKSQGKSTMDSFTLIMQTYNRTDLLLKLLNHYQAVPNLHKVIVVWNNIGEKAPDELWNSLGPHPIPVIFKQQTANRMRNRLQVFPELETNAVLMVDDDTLISTPDLVFAFSVWQQFPDQIVGFVPRKHVSTSSGIYSYGSFEMQAPGSGNGDQYSMVLIGASFFNSKYLELFQRQPAAVHALIDDTQNCDDIAMNFIIAKHIGKTSGIFVKPVNMDNLEKETNSGYSGMWHRAEHALQRSYCINKL.... Result: 1 (interaction).